Predict the reaction yield, written as a fraction of the theoretical maximum amount of product (1.0 means a 100% yield; for example, 0.34 means a 34% yield). From a dataset of Reaction yield outcomes from USPTO patents with 853,638 reactions. (1) The catalyst is CCOCC.O. The reactants are Br[C:2]1[CH:6]=[CH:5][O:4][C:3]=1[CH:7]1[O:11][CH2:10][CH2:9][O:8]1.C([Li])(C)(C)C.CN([CH:20]=[O:21])C.O.O.C(O)(=O)C(O)=O. The product is [O:8]1[CH2:9][CH2:10][O:11][CH:7]1[C:3]1[O:4][CH:5]=[CH:6][C:2]=1[CH:20]=[O:21]. The yield is 0.680. (2) The reactants are [Cl:1][C:2]1[CH:3]=[N:4][CH:5]=[C:6]([O:8][CH2:9][C:10]2[CH:15]=[CH:14][CH:13]=[C:12]([Cl:16])[CH:11]=2)[N:7]=1.ClC1C=CC=C(C(OO)=[O:25])C=1. The catalyst is C(Cl)(Cl)Cl. The product is [Cl:1][C:2]1[CH:3]=[N+:4]([O-:25])[CH:5]=[C:6]([O:8][CH2:9][C:10]2[CH:15]=[CH:14][CH:13]=[C:12]([Cl:16])[CH:11]=2)[N:7]=1. The yield is 0.870. (3) The reactants are [CH2:1]([O:3][C:4](=[O:23])[CH2:5][CH2:6][C:7]1[C:8]2[C:19](O)([CH3:20])[C:18]3[C:13](=[CH:14][CH:15]=[CH:16][CH:17]=3)[C:12](=[O:22])[C:9]=2[O:10][CH:11]=1)[CH3:2].[SiH](CC)(CC)CC.B(F)(F)F.CCOCC.[CH3:40][C:41]([Si:44](Cl)([CH3:46])[CH3:45])([CH3:43])[CH3:42].N1C=CN=C1. The catalyst is C(Cl)Cl. The product is [CH2:1]([O:3][C:4](=[O:23])[CH2:5][CH2:6][C:7]1[C:8]2[C:19]([CH3:20])=[C:18]3[C:13]([CH:14]=[CH:15][CH:16]=[CH:17]3)=[C:12]([O:22][Si:44]([C:41]([CH3:43])([CH3:42])[CH3:40])([CH3:46])[CH3:45])[C:9]=2[O:10][CH:11]=1)[CH3:2]. The yield is 0.690. (4) The reactants are Cl.Cl.[NH2:3][C:4]1[C:5]([CH3:15])=[N:6][C:7]([CH3:14])=[CH:8][C:9]=1[C:10]([F:13])([F:12])[F:11].N.CN(C)C1C=CC=CC=1.[Br:26][CH2:27][C:28](Br)=[O:29]. The catalyst is CO.ClCCl. The product is [Br:26][CH2:27][C:28]([NH:3][C:4]1[C:5]([CH3:15])=[N:6][C:7]([CH3:14])=[CH:8][C:9]=1[C:10]([F:13])([F:11])[F:12])=[O:29]. The yield is 0.960. (5) The reactants are [Cl:1][C:2]1[CH:7]=[C:6]([O:8][C:9]([F:12])([F:11])[F:10])[CH:5]=[C:4]([Cl:13])[C:3]=1[N:14]=[C:15]=[O:16].[NH2:17][C:18]1[CH:19]=[C:20]([C:41]2[CH:46]=[CH:45][CH:44]=[CH:43][CH:42]=2)[CH:21]=[CH:22][C:23]=1[C:24]([NH:26][C@@H:27]([CH:35]1[CH2:40][CH2:39][CH2:38][CH2:37][CH2:36]1)[C:28]([O:30][C:31]([CH3:34])([CH3:33])[CH3:32])=[O:29])=[O:25].CCCCCC.C(OCC)(=O)C. The catalyst is N1C=CC=CC=1. The product is [CH:35]1([C@H:27]([NH:26][C:24]([C:23]2[CH:22]=[CH:21][C:20]([C:41]3[CH:46]=[CH:45][CH:44]=[CH:43][CH:42]=3)=[CH:19][C:18]=2[NH:17][C:15]([NH:14][C:3]2[C:2]([Cl:1])=[CH:7][C:6]([O:8][C:9]([F:10])([F:12])[F:11])=[CH:5][C:4]=2[Cl:13])=[O:16])=[O:25])[C:28]([O:30][C:31]([CH3:33])([CH3:32])[CH3:34])=[O:29])[CH2:40][CH2:39][CH2:38][CH2:37][CH2:36]1. The yield is 0.750.